This data is from Reaction yield outcomes from USPTO patents with 853,638 reactions. The task is: Predict the reaction yield, written as a fraction of the theoretical maximum amount of product (1.0 means a 100% yield; for example, 0.34 means a 34% yield). (1) The reactants are [CH3:1][N:2]1[C:6]([CH3:8])([CH3:7])[CH2:5][CH:4]([C:9]([O:11][CH2:12][C:13]2[CH:18]=[CH:17][CH:16]=[CH:15][CH:14]=2)=[O:10])[C:3]1=[O:19].[H-].[Na+].Cl[C:23]1[N:28]=[CH:27][C:26]([C:29]#[C:30][C:31]2[CH:36]=[CH:35][CH:34]=[CH:33][CH:32]=2)=[CH:25][N:24]=1. The catalyst is CN(C=O)C. The product is [CH3:1][N:2]1[C:6]([CH3:8])([CH3:7])[CH2:5][C:4]([C:23]2[N:24]=[CH:25][C:26]([C:29]#[C:30][C:31]3[CH:36]=[CH:35][CH:34]=[CH:33][CH:32]=3)=[CH:27][N:28]=2)([C:9]([O:11][CH2:12][C:13]2[CH:18]=[CH:17][CH:16]=[CH:15][CH:14]=2)=[O:10])[C:3]1=[O:19]. The yield is 0.800. (2) The reactants are Cl[C:2]1[N:7]=[CH:6][CH:5]=[CH:4][N:3]=1.[Br:8][C:9]1[CH:10]=[C:11]([N:15]2[C:23]3[CH2:22][CH2:21][NH:20][CH2:19][C:18]=3[C:17]([C:24]([O:26][CH2:27][CH3:28])=[O:25])=[N:16]2)[CH:12]=[CH:13][CH:14]=1.C(N(C(C)C)C(C)C)C. The catalyst is CN(C=O)C. The product is [Br:8][C:9]1[CH:10]=[C:11]([N:15]2[C:23]3[CH2:22][CH2:21][N:20]([C:2]4[N:7]=[CH:6][CH:5]=[CH:4][N:3]=4)[CH2:19][C:18]=3[C:17]([C:24]([O:26][CH2:27][CH3:28])=[O:25])=[N:16]2)[CH:12]=[CH:13][CH:14]=1. The yield is 0.580. (3) The reactants are [F:1][C:2]1([F:26])[CH2:7][CH2:6][CH:5]([CH2:8][C:9]2[N:13]3[C:14]([CH3:21])=[CH:15][C:16]([C:18]([OH:20])=O)=[CH:17][C:12]3=[N:11][C:10]=2[C:22]([F:25])([F:24])[F:23])[CH2:4][CH2:3]1.S(Cl)(Cl)=O.C[Si]([CH:35]=[N+:36]=[N-:37])(C)C.C(OCC)(=O)C. The catalyst is ClCCCl.CN(C=O)C.C1COCC1.C(#N)C. The product is [N+:36](=[CH:35][C:18]([C:16]1[CH:15]=[C:14]([CH3:21])[N:13]2[C:9]([CH2:8][CH:5]3[CH2:4][CH2:3][C:2]([F:1])([F:26])[CH2:7][CH2:6]3)=[C:10]([C:22]([F:24])([F:25])[F:23])[N:11]=[C:12]2[CH:17]=1)=[O:20])=[N-:37]. The yield is 0.540. (4) The reactants are [Cl:1][CH2:2][CH2:3][CH2:4][S:5]([N:8](S(CCCCl)(=O)=O)[C:9]1[CH:17]=[C:16]([C:18]([O:20]C)=[O:19])[CH:15]=[C:14]2[C:10]=1[CH:11]=[CH:12][N:13]2[CH2:22][CH3:23])(=[O:7])=[O:6].[OH-].[Na+]. The catalyst is CO. The product is [Cl:1][CH2:2][CH2:3][CH2:4][S:5]([NH:8][C:9]1[CH:17]=[C:16]([C:18]([OH:20])=[O:19])[CH:15]=[C:14]2[C:10]=1[CH:11]=[CH:12][N:13]2[CH2:22][CH3:23])(=[O:6])=[O:7]. The yield is 0.750. (5) The reactants are [CH3:1][C:2]1[CH:6]=[CH:5][S:4][C:3]=1[C:7]([OH:9])=[O:8].[Cl:10][S:11](O)(=[O:13])=[O:12]. No catalyst specified. The product is [Cl:10][S:11]([C:6]1[C:2]([CH3:1])=[C:3]([C:7]([OH:9])=[O:8])[S:4][CH:5]=1)(=[O:13])=[O:12]. The yield is 0.790. (6) The reactants are [O:1]=[C:2]1[CH2:11][C:10]2([CH2:16][CH2:15][N:14](C(OCC3C=CC=CC=3)=O)[CH2:13][CH2:12]2)[C:9]2[C:4](=[CH:5][CH:6]=[CH:7][CH:8]=2)[NH:3]1. The catalyst is CO.[Pd]. The product is [NH:3]1[C:4]2[C:9](=[CH:8][CH:7]=[CH:6][CH:5]=2)[C:10]2([CH2:12][CH2:13][NH:14][CH2:15][CH2:16]2)[CH2:11][C:2]1=[O:1]. The yield is 0.110.